Dataset: Reaction yield outcomes from USPTO patents with 853,638 reactions. Task: Predict the reaction yield, written as a fraction of the theoretical maximum amount of product (1.0 means a 100% yield; for example, 0.34 means a 34% yield). (1) The catalyst is C(OC(=O)C)(=O)C. The product is [O:20]=[C:18]1[CH2:13][C@@H:11]2[CH2:12][N:8]([C:6]([O:5][C:1]([CH3:2])([CH3:3])[CH3:4])=[O:7])[CH2:9][C@@H:10]2[CH2:17]1. The yield is 0.400. The reactants are [C:1]([O:5][C:6]([N:8]1[CH2:12][C@H:11]([CH2:13]C(O)=O)[C@H:10]([CH2:17][C:18]([OH:20])=O)[CH2:9]1)=[O:7])([CH3:4])([CH3:3])[CH3:2].C([O-])(=O)C.[Na+]. (2) No catalyst specified. The reactants are [Br:1][C:2]1[CH:3]=[CH:4][C:5]([NH2:8])=[N:6][CH:7]=1.Cl[CH:10]([CH:16]=O)[C:11]([O:13][CH2:14][CH3:15])=[O:12].C(O)C. The product is [Br:1][C:2]1[CH:3]=[CH:4][C:5]2[N:6]([C:10]([C:11]([O:13][CH2:14][CH3:15])=[O:12])=[CH:16][N:8]=2)[CH:7]=1. The yield is 0.300. (3) The reactants are [Cl:1][C:2]1[C:6]([N+:7]([O-])=O)=[CH:5][N:4]([C:10]2[CH:11]=[N:12][CH:13]=[CH:14][CH:15]=2)[N:3]=1.[OH-].[K+]. The catalyst is C(O)(=O)C.C(O)C.O.[Fe]. The product is [Cl:1][C:2]1[C:6]([NH2:7])=[CH:5][N:4]([C:10]2[CH:11]=[N:12][CH:13]=[CH:14][CH:15]=2)[N:3]=1. The yield is 0.800. (4) The reactants are [CH2:1]([O:8][N:9]1[C:15](=[O:16])[N:14]2[CH2:17][C@H:10]1[CH2:11][CH2:12][C@H:13]2[C:18]([OH:20])=O)[C:2]1[CH:7]=[CH:6][CH:5]=[CH:4][CH:3]=1.[CH3:21][O:22][NH2:23].ON1C2C=CC=CC=2N=N1.Cl.C(N=C=NCCCN(C)C)C. The catalyst is C(Cl)Cl. The product is [CH2:1]([O:8][N:9]1[C:15](=[O:16])[N:14]2[CH2:17][C@H:10]1[CH2:11][CH2:12][C@H:13]2[C:18]([NH:23][O:22][CH3:21])=[O:20])[C:2]1[CH:3]=[CH:4][CH:5]=[CH:6][CH:7]=1. The yield is 0.460. (5) The reactants are Cl.[CH3:2][N:3]([CH3:10])[C:4]([NH:6][C:7](=[NH:9])[NH2:8])=[NH:5].[OH-].[Na+]. No catalyst specified. The product is [CH3:2][N:3]([C:4]([NH:6][C:7]([NH2:9])=[NH:8])=[NH:5])[CH3:10]. The yield is 0.950. (6) The reactants are [NH:1]1[CH2:6][CH2:5][CH2:4][C@H:3]([NH:7][C:8](=[O:14])[O:9][C:10]([CH3:13])([CH3:12])[CH3:11])[CH2:2]1.[NH2:15][C:16]1[C:17](Cl)=[N:18][CH:19]=[N:20][CH:21]=1.C([O-])([O-])=O.[Cs+].[Cs+]. The catalyst is CN(C=O)C.CCOC(C)=O. The product is [NH2:15][C:16]1[C:17]([N:1]2[CH2:6][CH2:5][CH2:4][C@H:3]([NH:7][C:8](=[O:14])[O:9][C:10]([CH3:11])([CH3:13])[CH3:12])[CH2:2]2)=[N:18][CH:19]=[N:20][CH:21]=1. The yield is 0.390. (7) The reactants are [F:1][C:2]1[C:10]([O:11]COC)=[CH:9][CH:8]=[C:7]([F:15])[C:3]=1[C:4]([OH:6])=[O:5].[CH3:16]O. No catalyst specified. The product is [F:1][C:2]1[C:10]([OH:11])=[CH:9][CH:8]=[C:7]([F:15])[C:3]=1[C:4]([O:6][CH3:16])=[O:5]. The yield is 1.00. (8) The reactants are [NH2:1][C:2]1[CH:22]=[CH:21][C:5]([O:6][C:7]2[CH:12]=[CH:11][N:10]=[C:9]([NH:13][C:14]([N:16]3[CH2:20][CH2:19][CH2:18][CH2:17]3)=[O:15])[CH:8]=2)=[CH:4][C:3]=1[Cl:23].[C:24]1([CH2:30][C:31]([N:33]=[C:34]=[O:35])=[O:32])[CH:29]=[CH:28][CH:27]=[CH:26][CH:25]=1.O.CO. The catalyst is CN(C)C=O.FC1C=C(NC(NC(=O)CC2C=CC=CC=2)=S)C=CC=1OC1N=CN=C(NC(N2CCCC2)=O)C=1.C(OCC)(=O)C. The product is [Cl:23][C:3]1[CH:4]=[C:5]([CH:21]=[CH:22][C:2]=1[NH:1][C:34]([NH:33][C:31](=[O:32])[CH2:30][C:24]1[CH:25]=[CH:26][CH:27]=[CH:28][CH:29]=1)=[O:35])[O:6][C:7]1[CH:12]=[CH:11][N:10]=[C:9]([NH:13][C:14]([N:16]2[CH2:20][CH2:19][CH2:18][CH2:17]2)=[O:15])[CH:8]=1. The yield is 0.340. (9) The reactants are F[C:2]1[N:10]=[CH:9][CH:8]=[CH:7][C:3]=1[C:4]([OH:6])=O.[CH:11]1([OH:16])[CH2:15][CH2:14][CH2:13][CH2:12]1.C[Si]([N-][Si](C)(C)C)(C)C.[K+].[CH2:27]([NH2:35])[CH2:28][C:29]1[CH:34]=[CH:33][CH:32]=[CH:31][CH:30]=1.F[P-](F)(F)(F)(F)F.N1(OC(N(C)C)=[N+](C)C)C2N=CC=CC=2N=N1. The catalyst is CN(C)C=O. The product is [CH:11]1([O:16][C:2]2[N:10]=[CH:9][CH:8]=[CH:7][C:3]=2[C:4]([NH:35][CH2:27][CH2:28][C:29]2[CH:34]=[CH:33][CH:32]=[CH:31][CH:30]=2)=[O:6])[CH2:15][CH2:14][CH2:13][CH2:12]1. The yield is 0.0160. (10) The reactants are [CH3:1][O:2][C:3]1[CH:4]=[C:5](/[CH:11]=[CH:12]/[C:13]#[N:14])[CH:6]=[CH:7][C:8]=1[O:9][CH3:10].[BH4-].[Na+].Cl. The catalyst is N1C=CC=CC=1.CO. The product is [CH3:1][O:2][C:3]1[CH:4]=[C:5]([CH2:11][CH2:12][C:13]#[N:14])[CH:6]=[CH:7][C:8]=1[O:9][CH3:10]. The yield is 0.820.